This data is from Full USPTO retrosynthesis dataset with 1.9M reactions from patents (1976-2016). The task is: Predict the reactants needed to synthesize the given product. Given the product [F:12][C:11]([F:14])([F:13])[S:8]([NH:7][CH2:6][CH2:5][CH2:4][C:3]([Cl:21])=[O:2])(=[O:10])=[O:9], predict the reactants needed to synthesize it. The reactants are: C[O:2][C:3](=O)[CH2:4][CH2:5][CH2:6][NH:7][S:8]([C:11]([F:14])([F:13])[F:12])(=[O:10])=[O:9].[OH-].[Na+].Cl.S(Cl)([Cl:21])=O.